Dataset: Full USPTO retrosynthesis dataset with 1.9M reactions from patents (1976-2016). Task: Predict the reactants needed to synthesize the given product. Given the product [C:8]([CH:15]([CH3:19])[C@:16]([NH2:18])([S:21]([CH3:20])(=[O:23])=[O:22])[OH:17])([O:10][C:11]([CH3:12])([CH3:13])[CH3:14])=[O:9], predict the reactants needed to synthesize it. The reactants are: C(N(CC)CC)C.[C:8]([CH:15]([CH3:19])[C@H:16]([NH2:18])[OH:17])([O:10][C:11]([CH3:14])([CH3:13])[CH3:12])=[O:9].[CH3:20][S:21](Cl)(=[O:23])=[O:22].